Dataset: Forward reaction prediction with 1.9M reactions from USPTO patents (1976-2016). Task: Predict the product of the given reaction. (1) Given the reactants [C:1]([O:5][C:6]([N:8]([CH3:10])[NH2:9])=[O:7])([CH3:4])([CH3:3])[CH3:2].[C:11]([C:13]1[CH:18]=[CH:17][CH:16]=[CH:15][C:14]=1B(O)O)#[N:12].C(N(CC)CC)C, predict the reaction product. The product is: [C:1]([O:5][C:6]([N:8]([CH3:10])[NH:9][C:14]1[CH:15]=[CH:16][CH:17]=[CH:18][C:13]=1[C:11]#[N:12])=[O:7])([CH3:4])([CH3:3])[CH3:2]. (2) The product is: [Si:1]([O:8][CH2:9][CH2:10][C:11]1[N:15]([CH:16]([C:17]2[CH:24]=[CH:23][CH:22]=[CH:21][C:18]=2[C:19]#[N:20])[C:36]([OH:37])([CH3:38])[CH3:35])[CH:14]=[N:13][CH:12]=1)([C:4]([CH3:7])([CH3:5])[CH3:6])([CH3:3])[CH3:2]. Given the reactants [Si:1]([O:8][CH2:9][CH2:10][C:11]1[N:15]([CH2:16][C:17]2[CH:24]=[CH:23][CH:22]=[CH:21][C:18]=2[C:19]#[N:20])[CH:14]=[N:13][CH:12]=1)([C:4]([CH3:7])([CH3:6])[CH3:5])([CH3:3])[CH3:2].[Li+].C[Si]([N-][Si](C)(C)C)(C)C.[CH3:35][C:36]([CH3:38])=[O:37], predict the reaction product. (3) Given the reactants Br[C:2]1[CH:7]=[CH:6][C:5]([O:8][C:9]2[CH:14]=[CH:13][CH:12]=[CH:11][CH:10]=2)=[CH:4][C:3]=1[O:15][C:16]1[CH:21]=[CH:20][CH:19]=[CH:18][CH:17]=1.[C:22]1(B(O)O)[C:35]2[C:36]3=[C:37]4[C:32](=[CH:33][CH:34]=2)[CH:31]=[CH:30][CH:29]=[C:28]4[CH:27]=[CH:26][C:25]3=[CH:24][CH:23]=1.C(=O)([O-])[O-].[K+].[K+].O, predict the reaction product. The product is: [O:15]([C:3]1[CH:4]=[C:5]([O:8][C:9]2[CH:14]=[CH:13][CH:12]=[CH:11][CH:10]=2)[CH:6]=[CH:7][C:2]=1[C:29]1[C:28]2[C:37]3=[C:36]4[C:25](=[CH:26][CH:27]=2)[CH:24]=[CH:23][CH:22]=[C:35]4[CH:34]=[CH:33][C:32]3=[CH:31][CH:30]=1)[C:16]1[CH:21]=[CH:20][CH:19]=[CH:18][CH:17]=1. (4) Given the reactants [F:1][C:2]1[CH:43]=[CH:42][CH:41]=[CH:40][C:3]=1[CH2:4][N:5]1[CH:9]=[C:8]([C:10]2[C:18]3[C:13](=[N:14][CH:15]=[C:16]([C:19]4[CH:20]=[C:21]([NH:25][S:26]([CH3:29])(=[O:28])=[O:27])[CH:22]=[CH:23][CH:24]=4)[CH:17]=3)[N:12](S(C3C=CC(C)=CC=3)(=O)=O)[CH:11]=2)[CH:7]=[N:6]1.[OH-].[Li+], predict the reaction product. The product is: [F:1][C:2]1[CH:43]=[CH:42][CH:41]=[CH:40][C:3]=1[CH2:4][N:5]1[CH:9]=[C:8]([C:10]2[C:18]3[C:13](=[N:14][CH:15]=[C:16]([C:19]4[CH:20]=[C:21]([NH:25][S:26]([CH3:29])(=[O:27])=[O:28])[CH:22]=[CH:23][CH:24]=4)[CH:17]=3)[NH:12][CH:11]=2)[CH:7]=[N:6]1.